From a dataset of Forward reaction prediction with 1.9M reactions from USPTO patents (1976-2016). Predict the product of the given reaction. (1) The product is: [N:5]1[CH:6]=[CH:7][C:2]([C:14]2[CH:15]=[CH:16][N:11]=[CH:12][CH:13]=2)=[C:3]([NH2:8])[CH:4]=1. Given the reactants Cl[C:2]1[CH:7]=[CH:6][N:5]=[CH:4][C:3]=1[N+:8]([O-])=O.[N:11]1[CH:16]=[CH:15][C:14](B(O)O)=[CH:13][CH:12]=1.C1(P(C2C=CC=CC=2)C2C=CC=CC=2)C=CC=CC=1.[O-]P([O-])([O-])=O.[K+].[K+].[K+], predict the reaction product. (2) Given the reactants [F:1][C:2]([F:21])([F:20])[CH2:3][C:4]1[CH:9]=[CH:8][C:7]([C:10]2[CH:11]=[N:12][CH:13]=[C:14]([CH:19]=2)[C:15]([O:17][CH3:18])=[O:16])=[CH:6][CH:5]=1, predict the reaction product. The product is: [F:21][C:2]([F:1])([F:20])[CH2:3][C:4]1[CH:9]=[CH:8][C:7]([CH:10]2[CH2:11][NH:12][CH2:13][CH:14]([C:15]([O:17][CH3:18])=[O:16])[CH2:19]2)=[CH:6][CH:5]=1. (3) Given the reactants [CH:1]1([S:4][C:5]2[CH:10]=[CH:9][C:8](/[C:11](/[C:28]3[CH:33]=[CH:32][C:31](I)=[CH:30][CH:29]=3)=[CH:12]/[CH2:13][O:14][C:15]3[CH:26]=[CH:25][C:18]([O:19][CH2:20][C:21]([O:23][CH3:24])=[O:22])=[C:17]([CH3:27])[CH:16]=3)=[CH:7][CH:6]=2)[CH2:3][CH2:2]1.[CH2:35]([N:38]1[CH2:43][CH2:42][O:41][CH2:40][CH2:39]1)[C:36]#[CH:37].C(NC(C)C)(C)C, predict the reaction product. The product is: [CH:1]1([S:4][C:5]2[CH:10]=[CH:9][C:8](/[C:11](/[C:28]3[CH:33]=[CH:32][C:31]([C:37]#[C:36][CH2:35][N:38]4[CH2:43][CH2:42][O:41][CH2:40][CH2:39]4)=[CH:30][CH:29]=3)=[CH:12]/[CH2:13][O:14][C:15]3[CH:26]=[CH:25][C:18]([O:19][CH2:20][C:21]([O:23][CH3:24])=[O:22])=[C:17]([CH3:27])[CH:16]=3)=[CH:7][CH:6]=2)[CH2:3][CH2:2]1. (4) Given the reactants [Sn](Cl)(Cl)(Cl)Cl.[Sn](Br)(Br)(Br)Br.[Sn](I)(I)(I)I.[Cl-].[Ce+3].[Cl-].[Cl-].[Cl-].[Yb+3].[Cl-].[Cl-].[Sb](Cl)(Cl)Cl.[Cl-].[Cl-].[Ga+2].[Cl-].[Cl-].[Cl-].[Al+3].[CH2:35]=[CH:36][CH2:37][CH2:38][CH2:39][CH2:40][CH2:41][CH3:42], predict the reaction product. The product is: [CH3:35][CH2:36][CH2:37][CH2:38][CH2:39][CH2:40][CH:41]=[CH:42][CH2:35][CH2:36][CH2:37][CH2:38][CH2:39][CH3:40].[CH2:35]=[CH2:36]. (5) Given the reactants OO.C(OC(C(F)(F)F)=O)(C(F)(F)F)=[O:4].[CH3:16][N:17]([CH3:36])[CH2:18][CH2:19][NH:20][C:21]1[N:22]=[N+:23]([O-:35])[C:24]2[CH:34]=[C:33]3[C:28]([CH2:29][CH2:30][CH2:31][O:32]3)=[CH:27][C:25]=2[N:26]=1.C(O)(C(F)(F)F)=O, predict the reaction product. The product is: [O-:35][N+:23]1[C:24]2[CH:34]=[C:33]3[C:28](=[CH:27][C:25]=2[N+:26]([O-:4])=[C:21]([NH:20][CH2:19][CH2:18][N:17]([CH3:36])[CH3:16])[N:22]=1)[CH2:29][CH2:30][CH2:31][O:32]3. (6) Given the reactants [CH:1]1([C:4]2[CH:13]=[C:12]3[C:7]([C:8](=[O:27])[N:9]([CH:14]4[CH2:19][CH2:18][CH2:17][N:16](C(OC(C)(C)C)=O)[CH2:15]4)[CH:10]=[N:11]3)=[C:6]([F:28])[CH:5]=2)[CH2:3][CH2:2]1.[ClH:29].CO, predict the reaction product. The product is: [ClH:29].[CH:1]1([C:4]2[CH:13]=[C:12]3[C:7]([C:8](=[O:27])[N:9]([CH:14]4[CH2:19][CH2:18][CH2:17][NH:16][CH2:15]4)[CH:10]=[N:11]3)=[C:6]([F:28])[CH:5]=2)[CH2:2][CH2:3]1. (7) Given the reactants [CH:1]1([C:4]2[N:8]([CH3:9])[C:7]3[CH:10]=[C:11]([N:14]4[CH:19]=[CH:18][C:17]([CH2:20][OH:21])=[CH:16][C:15]4=[O:22])[CH:12]=[CH:13][C:6]=3[N:5]=2)[CH2:3][CH2:2]1.[F:23][C:24]1[CH:29]=[CH:28][C:27](O)=[CH:26][CH:25]=1.C(P(CCCC)CCCC)CCC.N(C(N1CCCCC1)=O)=NC(N1CCCCC1)=O, predict the reaction product. The product is: [CH:1]1([C:4]2[N:8]([CH3:9])[C:7]3[CH:10]=[C:11]([N:14]4[CH:19]=[CH:18][C:17]([CH2:20][O:21][C:27]5[CH:28]=[CH:29][C:24]([F:23])=[CH:25][CH:26]=5)=[CH:16][C:15]4=[O:22])[CH:12]=[CH:13][C:6]=3[N:5]=2)[CH2:2][CH2:3]1. (8) Given the reactants Cl.[N:2]1[C:10]2[CH2:9][CH2:8][NH:7][CH2:6][C:5]=2[NH:4][CH:3]=1.[C:11]([O:15][C:16](O[C:16]([O:15][C:11]([CH3:14])([CH3:13])[CH3:12])=[O:17])=[O:17])([CH3:14])([CH3:13])[CH3:12].N, predict the reaction product. The product is: [NH:2]1[C:10]2[CH2:9][CH2:8][N:7]([C:16]([O:15][C:11]([CH3:14])([CH3:13])[CH3:12])=[O:17])[CH2:6][C:5]=2[N:4]=[CH:3]1. (9) Given the reactants [S:1]1[CH:5]=[CH:4][CH:3]=[C:2]1[CH:6]=O.[CH3:8][O:9][CH2:10][CH2:11][NH2:12].[C:13]1(=[O:24])[O:19][C:17](=O)[C:16]2=[CH:20][CH:21]=[CH:22][CH:23]=[C:15]2[CH2:14]1.[NH2:25][C:26]1[CH:33]=[CH:32][C:29]([C:30]#[N:31])=[CH:28][CH:27]=1, predict the reaction product. The product is: [C:30]([C:29]1[CH:32]=[CH:33][C:26]([NH:25][C:13]([CH:14]2[C:15]3[C:16](=[CH:20][CH:21]=[CH:22][CH:23]=3)[C:17](=[O:19])[N:12]([CH2:11][CH2:10][O:9][CH3:8])[CH:6]2[C:2]2[S:1][CH:5]=[CH:4][CH:3]=2)=[O:24])=[CH:27][CH:28]=1)#[N:31]. (10) Given the reactants [CH3:1][O:2][C:3]1[CH:4]=[C:5]2[C:9](=[CH:10][C:11]=1[O:12][CH3:13])[N:8]([C:14]1[CH:19]=[CH:18][C:17]([N+:20]([O-])=O)=[CH:16][N:15]=1)[CH2:7][CH2:6]2.[H][H].[ClH:25], predict the reaction product. The product is: [ClH:25].[CH3:1][O:2][C:3]1[CH:4]=[C:5]2[C:9](=[CH:10][C:11]=1[O:12][CH3:13])[N:8]([C:14]1[N:15]=[CH:16][C:17]([NH2:20])=[CH:18][CH:19]=1)[CH2:7][CH2:6]2.